This data is from Reaction yield outcomes from USPTO patents with 853,638 reactions. The task is: Predict the reaction yield, written as a fraction of the theoretical maximum amount of product (1.0 means a 100% yield; for example, 0.34 means a 34% yield). (1) The reactants are C(OC([N:8]1[CH2:13][CH2:12][CH2:11][CH:10]([CH3:14])[CH:9]1[C:15]([OH:17])=O)=O)(C)(C)C.C([N:20]([CH2:23][CH3:24])CC)C.ClC(OCC(C)C)=O.Cl[C:34]1[CH:35]=[C:36]([CH:41]=C[CH:43]=1)[C:37]([NH:39]O)=[NH:38]. The catalyst is C1COCC1.CN(C=O)C. The product is [CH3:14][CH:10]1[CH2:11][CH2:12][CH2:13][NH:8][CH:9]1[C:15]1[O:17][N:39]=[C:37]([C:36]2[CH:41]=[C:24]([CH:43]=[CH:34][CH:35]=2)[C:23]#[N:20])[N:38]=1. The yield is 0.778. (2) The reactants are [O:1]=[C:2]([C:12]1[CH:17]=[CH:16][CH:15]=[CH:14][CH:13]=1)[CH2:3][NH:4][C:5](=[O:11])[O:6][C:7]([CH3:10])([CH3:9])[CH3:8].[C:18]([O-])(O)=[O:19].[Na+].C=O.[Na+].[Cl-]. The catalyst is CCO. The product is [OH:19][CH2:18][CH:3]([NH:4][C:5](=[O:11])[O:6][C:7]([CH3:10])([CH3:8])[CH3:9])[C:2](=[O:1])[C:12]1[CH:17]=[CH:16][CH:15]=[CH:14][CH:13]=1. The yield is 0.880. (3) The reactants are C[O:2][C:3]1[CH:29]=[CH:28][C:6]([O:7][C:8]2[CH:13]=[CH:12][C:11]([C:14](=[O:27])[CH2:15][CH2:16][C:17]([NH:19][CH2:20][C:21]3[CH:22]=[N:23][CH:24]=[CH:25][CH:26]=3)=[O:18])=[CH:10][CH:9]=2)=[CH:5][CH:4]=1.C(=O)=O.CC(C)=O.B(Br)(Br)Br. The catalyst is C(Cl)Cl. The product is [OH:2][C:3]1[CH:4]=[CH:5][C:6]([O:7][C:8]2[CH:9]=[CH:10][C:11]([C:14](=[O:27])[CH2:15][CH2:16][C:17]([NH:19][CH2:20][C:21]3[CH:22]=[N:23][CH:24]=[CH:25][CH:26]=3)=[O:18])=[CH:12][CH:13]=2)=[CH:28][CH:29]=1. The yield is 0.460. (4) The reactants are C([NH:4][C:5]1[C:6]([N+:16]([O-:18])=[O:17])=[C:7]([C:12]([Br:15])=[CH:13][CH:14]=1)[C:8]([O:10][CH3:11])=[O:9])(=O)C.C(=O)([O-])O.[Na+]. The catalyst is CO. The product is [NH2:4][C:5]1[C:6]([N+:16]([O-:18])=[O:17])=[C:7]([C:12]([Br:15])=[CH:13][CH:14]=1)[C:8]([O:10][CH3:11])=[O:9]. The yield is 1.00. (5) The reactants are CSC.B.[N+:5]([CH2:8][C:9]1([CH2:15][C:16]#[N:17])[CH2:14][CH2:13][CH2:12][CH2:11][CH2:10]1)([O-:7])=[O:6].CO.Cl. The catalyst is C1(C)C=CC=CC=1.O1CCOCC1. The product is [N+:5]([CH2:8][C:9]1([CH2:15][CH2:16][NH2:17])[CH2:14][CH2:13][CH2:12][CH2:11][CH2:10]1)([O-:7])=[O:6]. The yield is 0.470.